Dataset: Full USPTO retrosynthesis dataset with 1.9M reactions from patents (1976-2016). Task: Predict the reactants needed to synthesize the given product. (1) Given the product [CH2:1]([O:8][C:9]([NH:11][C@H:12]([C:19]1[CH:20]=[C:21]([NH:25][C:26]([O:28][CH2:29][CH2:30][C:31]2[CH:36]=[CH:35][C:34]([Br:37])=[CH:33][C:32]=2[CH3:38])=[O:27])[CH:22]=[CH:23][CH:24]=1)[CH3:13])=[O:10])[C:2]1[CH:3]=[CH:4][CH:5]=[CH:6][CH:7]=1, predict the reactants needed to synthesize it. The reactants are: [CH2:1]([O:8][C:9]([NH:11][C@H:12]([C:19]1[CH:24]=[CH:23][CH:22]=[C:21]([NH:25][C:26]([O:28][CH2:29][CH2:30][C:31]2[CH:36]=[CH:35][C:34]([Br:37])=[CH:33][C:32]=2[CH3:38])=[O:27])[CH:20]=1)[CH2:13]C(OCC)=O)=[O:10])[C:2]1[CH:7]=[CH:6][CH:5]=[CH:4][CH:3]=1.NC1C=C([C@@H](NC(=O)OCC2C=CC=CC=2)C)C=CC=1.BrC1C=CC(CCO)=C(C)C=1. (2) Given the product [C:1]([C:3]([C:11]1[S:12][CH:13]=[CH:14][C:15]=1[C:16]#[N:17])([CH:8]([CH3:10])[CH3:9])[CH2:4][CH2:5][CH2:6][N:36]1[CH2:35][CH2:34][N:33]([CH2:32][CH2:31][O:30][C:29]2[CH:39]=[CH:40][CH:41]=[C:27]([C:25]#[N:26])[CH:28]=2)[CH2:38][CH2:37]1)#[N:2], predict the reactants needed to synthesize it. The reactants are: [C:1]([C:3]([C:11]1[S:12][CH:13]=[CH:14][C:15]=1[C:16]#[N:17])([CH:8]([CH3:10])[CH3:9])[CH2:4][CH2:5][CH2:6]I)#[N:2].C(N(CC)CC)C.[C:25]([C:27]1[CH:28]=[C:29]([CH:39]=[CH:40][CH:41]=1)[O:30][CH2:31][CH2:32][N:33]1[CH2:38][CH2:37][NH:36][CH2:35][CH2:34]1)#[N:26]. (3) Given the product [NH2:14][S:15]([C:18]1[CH:35]=[CH:34][C:21]2[NH:22][C:23]([C:25]3[CH:26]=[CH:27][C:28]([C:29]([NH:11][C:10]4[CH:12]=[CH:13][C:7]([N:4]5[CH2:3][CH2:2][O:1][CH2:6][CH2:5]5)=[CH:8][CH:9]=4)=[O:30])=[CH:32][CH:33]=3)=[N:24][C:20]=2[CH:19]=1)(=[O:16])=[O:17], predict the reactants needed to synthesize it. The reactants are: [O:1]1[CH2:6][CH2:5][N:4]([C:7]2[CH:13]=[CH:12][C:10]([NH2:11])=[CH:9][CH:8]=2)[CH2:3][CH2:2]1.[NH2:14][S:15]([C:18]1[CH:35]=[CH:34][C:21]2[NH:22][C:23]([C:25]3[CH:33]=[CH:32][C:28]([C:29]([O-])=[O:30])=[CH:27][CH:26]=3)=[N:24][C:20]=2[CH:19]=1)(=[O:17])=[O:16]. (4) The reactants are: [C:1]([C:3]1[CH:8]=[CH:7][C:6]([N:9]([CH2:14][C:15]([F:18])([F:17])[F:16])[CH2:10][C:11]([NH2:13])=O)=[CH:5][C:4]=1[C:19]([F:22])([F:21])[F:20])#[N:2].C(Cl)(Cl)(Cl)Cl.C1(P(C2C=CC=CC=2)C2C=CC=CC=2)C=CC=CC=1. Given the product [C:11]([CH2:10][N:9]([CH2:14][C:15]([F:16])([F:18])[F:17])[C:6]1[CH:7]=[CH:8][C:3]([C:1]#[N:2])=[C:4]([C:19]([F:21])([F:22])[F:20])[CH:5]=1)#[N:13], predict the reactants needed to synthesize it. (5) Given the product [Br:27][C:28]1[N:33]=[C:32]([C:34]([NH:36][S:37]([C:39]([CH3:41])([CH3:42])[CH3:40])=[O:38])([CH3:35])[CH2:19][S:6]([C:2]([C:3]#[N:4])([CH3:1])[CH3:5])(=[N:8][CH2:9][CH2:10][CH2:11][O:12][CH:13]2[CH2:18][CH2:17][CH2:16][CH2:15][O:14]2)=[O:7])[C:31]([F:43])=[C:30]([Si:44]([CH2:49][CH3:50])([CH2:45][CH3:46])[CH2:47][CH3:48])[CH:29]=1, predict the reactants needed to synthesize it. The reactants are: [CH3:1][C:2]([S:6]([CH3:19])(=[N:8][CH2:9][CH2:10][CH2:11][O:12][CH:13]1[CH2:18][CH2:17][CH2:16][CH2:15][O:14]1)=[O:7])([CH3:5])[C:3]#[N:4].CC(C)=O.C(=O)=O.[Br:27][C:28]1[N:33]=[C:32](/[C:34](=[N:36]/[S@@:37]([C:39]([CH3:42])([CH3:41])[CH3:40])=[O:38])/[CH3:35])[C:31]([F:43])=[C:30]([Si:44]([CH2:49][CH3:50])([CH2:47][CH3:48])[CH2:45][CH3:46])[CH:29]=1.[Cl-].[NH4+]. (6) Given the product [N:1]1[CH:6]=[CH:5][N:4]=[CH:3][C:2]=1[C:7]1([NH:27][C:38](=[O:37])[O:33][CH2:30][CH:31]=[CH2:32])[CH2:8][CH2:9]1, predict the reactants needed to synthesize it. The reactants are: [N:1]1[CH:6]=[CH:5][N:4]=[CH:3][C:2]=1[C:7]1(C(O)=O)[CH2:9][CH2:8]1.C1(P([N:27]=[N+]=[N-])(C2C=CC=CC=2)=O)C=CC=CC=1.[CH2:30]([OH:33])[CH:31]=[CH2:32].C([O:37][CH2:38]C)(=O)C. (7) Given the product [NH2:5][CH2:9][CH2:10][NH:11][C:12](=[O:13])[C:14]1[CH:19]=[CH:18][CH:17]=[C:16]([NH:20][C:21]2[N:26]=[C:25]([NH:27][C:28]3[CH:33]=[C:32]([OH:34])[CH:31]=[CH:30][C:29]=3[CH3:35])[CH:24]=[CH:23][N:22]=2)[CH:15]=1, predict the reactants needed to synthesize it. The reactants are: CC([N:5]([CH2:9][CH2:10][NH:11][C:12]([C:14]1[CH:19]=[CH:18][CH:17]=[C:16]([NH:20][C:21]2[N:26]=[C:25]([NH:27][C:28]3[CH:33]=[C:32]([OH:34])[CH:31]=[CH:30][C:29]=3[CH3:35])[CH:24]=[CH:23][N:22]=2)[CH:15]=1)=[O:13])C(=O)[O-])(C)C. (8) Given the product [F:24][CH:2]([F:1])[C:3]1[N:8]2[N:9]=[CH:10][C:11]([C:12]#[C:13][C:26]3[C:27]([F:37])=[CH:28][C:29]([F:36])=[C:30]([S:32]([NH2:35])(=[O:33])=[O:34])[CH:31]=3)=[C:7]2[N:6]=[C:5]([C:14]2[CH:19]=[CH:18][C:17]([C:20]([F:23])([F:22])[F:21])=[CH:16][CH:15]=2)[CH:4]=1, predict the reactants needed to synthesize it. The reactants are: [F:1][CH:2]([F:24])[C:3]1[N:8]2[N:9]=[CH:10][C:11]([C:12]#[CH:13])=[C:7]2[N:6]=[C:5]([C:14]2[CH:19]=[CH:18][C:17]([C:20]([F:23])([F:22])[F:21])=[CH:16][CH:15]=2)[CH:4]=1.Br[C:26]1[C:27]([F:37])=[CH:28][C:29]([F:36])=[C:30]([S:32]([NH2:35])(=[O:34])=[O:33])[CH:31]=1. (9) Given the product [ClH:23].[CH3:6][NH:8][C@@H:9]([CH2:18][CH2:19][CH2:20][CH3:21])/[CH:10]=[C:11](\[CH3:17])/[C:12]([O:14][CH2:15][CH3:16])=[O:13], predict the reactants needed to synthesize it. The reactants are: C(O[C:6]([N:8](C)[C@@H:9]([CH2:18][CH2:19][CH2:20][CH3:21])/[CH:10]=[C:11](\[CH3:17])/[C:12]([O:14][CH2:15][CH3:16])=[O:13])=O)(C)(C)C.[ClH:23].O1CCOCC1.